This data is from Catalyst prediction with 721,799 reactions and 888 catalyst types from USPTO. The task is: Predict which catalyst facilitates the given reaction. (1) Reactant: [Br:1][C:2]1[S:6][C:5]([C:7](=[O:14])[CH2:8][C:9]([O:11][CH2:12][CH3:13])=[O:10])=[CH:4][CH:3]=1.N1[CH2:20][CH2:19][CH2:18][CH2:17][CH2:16]1.[C:21](O)(=O)[CH3:22]. Product: [Br:1][C:2]1[S:6][C:5]([C:7]([C:8](=[CH:16][C:17]2[CH:22]=[CH:21][CH:20]=[CH:19][CH:18]=2)[C:9]([O:11][CH2:12][CH3:13])=[O:10])=[O:14])=[CH:4][CH:3]=1. The catalyst class is: 48. (2) Reactant: [NH2:1][C:2]1[CH:11]=[CH:10][C:9]([F:12])=[CH:8][C:3]=1[C:4]([O:6][CH3:7])=[O:5].[C:13](Cl)(=[O:17])[CH:14]([CH3:16])[CH3:15].C(N(CC)CC)C. Product: [F:12][C:9]1[CH:10]=[CH:11][C:2]([NH:1][C:13](=[O:17])[CH:14]([CH3:16])[CH3:15])=[C:3]([CH:8]=1)[C:4]([O:6][CH3:7])=[O:5]. The catalyst class is: 7. (3) Reactant: Cl[C:2]1[CH:3]=[N:4][CH:5]=[C:6]([Cl:10])[C:7]=1[C:8]#[N:9].[CH3:11][C:12]1[CH:13]=[C:14]([CH2:18][C:19]([N:21]2[C:29]3[C:24](=[CH:25][C:26](B4OC(C)(C)C(C)(C)O4)=[CH:27][CH:28]=3)[CH2:23][CH2:22]2)=[O:20])[CH:15]=[CH:16][CH:17]=1.[O-]P([O-])([O-])=O.[K+].[K+].[K+].F[B-](F)(F)F.C([PH+](C(C)(C)C)C(C)(C)C)(C)(C)C. Product: [Cl:10][C:6]1[CH:5]=[N:4][CH:3]=[C:2]([C:26]2[CH:25]=[C:24]3[C:29](=[CH:28][CH:27]=2)[N:21]([C:19](=[O:20])[CH2:18][C:14]2[CH:15]=[CH:16][CH:17]=[C:12]([CH3:11])[CH:13]=2)[CH2:22][CH2:23]3)[C:7]=1[C:8]#[N:9]. The catalyst class is: 333. (4) Reactant: C(OC(=O)[NH:7][CH2:8][C:9]1[CH:14]=[CH:13][C:12]([F:15])=[C:11]([C:16]2[CH:17]=[N:18][C:19]([C:22]([F:25])([F:24])[F:23])=[N:20][CH:21]=2)[CH:10]=1)(C)(C)C.FC(F)(F)C(O)=O. Product: [F:15][C:12]1[CH:13]=[CH:14][C:9]([CH2:8][NH2:7])=[CH:10][C:11]=1[C:16]1[CH:21]=[N:20][C:19]([C:22]([F:25])([F:23])[F:24])=[N:18][CH:17]=1. The catalyst class is: 2. (5) Reactant: [CH3:1][C:2]1[C:3]([N:9]2[CH2:14][CH2:13][N:12]([C:15]([C:17]3[CH:22]=[CH:21][C:20]([N:23]4[C@H:27]([CH3:28])[CH2:26][CH2:25][S:24]4(=[O:30])=[O:29])=[CH:19][CH:18]=3)=[O:16])[CH2:11][CH2:10]2)=[N:4][CH:5]=[C:6]([CH3:8])[CH:7]=1.[ClH:31].C(OCC)(=O)C. Product: [ClH:31].[CH3:1][C:2]1[C:3]([N:9]2[CH2:14][CH2:13][N:12]([C:15]([C:17]3[CH:22]=[CH:21][C:20]([N:23]4[C@H:27]([CH3:28])[CH2:26][CH2:25][S:24]4(=[O:30])=[O:29])=[CH:19][CH:18]=3)=[O:16])[CH2:11][CH2:10]2)=[N:4][CH:5]=[C:6]([CH3:8])[CH:7]=1. The catalyst class is: 13. (6) Reactant: [C:1](C1NC=CN=1)(C1NC=CN=1)=S.[NH2:13][C:14]1[CH:19]=[N:18][CH:17]=[CH:16][N:15]=1.[NH:20]([C:22](=[O:43])[C:23]([NH:25][C:26]1[CH:31]=[CH:30][C:29]([C@H:32]2[CH2:37][CH2:36][C@H:35]([CH2:38][C:39]([O:41][CH3:42])=[O:40])[CH2:34][CH2:33]2)=[CH:28][CH:27]=1)=[O:24])[NH2:21].CCN=C=NCCCN(C)C. Product: [N:15]1[CH:16]=[CH:17][N:18]=[CH:19][C:14]=1[NH:13][C:1]1[O:43][C:22]([C:23]([NH:25][C:26]2[CH:27]=[CH:28][C:29]([C@H:32]3[CH2:33][CH2:34][C@H:35]([CH2:38][C:39]([O:41][CH3:42])=[O:40])[CH2:36][CH2:37]3)=[CH:30][CH:31]=2)=[O:24])=[N:20][N:21]=1. The catalyst class is: 287. (7) The catalyst class is: 4. Reactant: [CH2:1]([O:8][CH2:9][C@H:10]([CH:23]([CH3:25])[CH3:24])[CH2:11][C@H:12]([NH:15][C:16](=[O:22])[O:17][C:18]([CH3:21])([CH3:20])[CH3:19])[CH2:13][OH:14])[C:2]1[CH:7]=[CH:6][CH:5]=[CH:4][CH:3]=1.O.[C:27]1(C)[CH:32]=CC(S(O)(=O)=O)=C[CH:28]=1.COC(C)=C.C(=O)([O-])O.[Na+]. Product: [CH2:1]([O:8][CH2:9][C@H:10]([CH:23]([CH3:25])[CH3:24])[CH2:11][C@H:12]1[CH2:13][O:14][C:27]([CH3:32])([CH3:28])[N:15]1[C:16]([O:17][C:18]([CH3:19])([CH3:20])[CH3:21])=[O:22])[C:2]1[CH:3]=[CH:4][CH:5]=[CH:6][CH:7]=1. (8) Reactant: [Cl:1][C:2]1[CH:8]=[CH:7][C:5]([OH:6])=[CH:4][C:3]=1[OH:9].[Cl-].[Al+3].[Cl-].[Cl-].Cl[CH2:15][C:16](Cl)=[O:17].[OH-].[Na+]. Product: [Cl:1][C:2]1[C:3]([OH:9])=[CH:4][C:5]2[O:6][CH2:15][C:16](=[O:17])[C:7]=2[CH:8]=1. The catalyst class is: 641.